This data is from Reaction yield outcomes from USPTO patents with 853,638 reactions. The task is: Predict the reaction yield, written as a fraction of the theoretical maximum amount of product (1.0 means a 100% yield; for example, 0.34 means a 34% yield). (1) The reactants are [C:1]([O:5][C:6]([N:8]1[CH2:12][CH2:11][CH2:10][CH:9]1[C:13](=O)[NH:14][C:15]([C:20]1[CH:25]=[CH:24][C:23]([Br:26])=[CH:22][CH:21]=1)([C:17](=[O:19])[NH2:18])[CH3:16])=[O:7])([CH3:4])([CH3:3])[CH3:2].[OH-].[Na+]. The catalyst is C(O)C. The product is [C:1]([O:5][C:6]([N:8]1[CH2:12][CH2:11][CH2:10][CH:9]1[C:13]1[NH:14][C:15]([C:20]2[CH:25]=[CH:24][C:23]([Br:26])=[CH:22][CH:21]=2)([CH3:16])[C:17](=[O:19])[N:18]=1)=[O:7])([CH3:4])([CH3:3])[CH3:2]. The yield is 0.790. (2) The reactants are Cl[CH2:2][C:3]#[N:4].[NH2:5][C:6]1[C:11]2[O:12][CH2:13][CH2:14][O:15][C:10]=2[C:9]([C:16]([O:18][CH2:19][CH:20]2[CH2:25][CH2:24][NH:23][CH2:22][CH2:21]2)=[O:17])=[CH:8][C:7]=1[Cl:26]. The catalyst is C(N(CC)CC)C.CN(C=O)C. The product is [NH2:5][C:6]1[C:11]2[O:12][CH2:13][CH2:14][O:15][C:10]=2[C:9]([C:16]([O:18][CH2:19][CH:20]2[CH2:21][CH2:22][N:23]([CH2:2][C:3]#[N:4])[CH2:24][CH2:25]2)=[O:17])=[CH:8][C:7]=1[Cl:26]. The yield is 0.530. (3) The reactants are [Cl-].O[NH3+:3].[C:4](=[O:7])([O-])[OH:5].[Na+].CS(C)=O.[CH2:13]([C:15]1[S:52][C:18]2[N:19]([CH2:36][C:37]3[CH:42]=[CH:41][C:40]([C:43]4[C:44]([C:49]#[N:50])=[CH:45][CH:46]=[CH:47][CH:48]=4)=[CH:39][C:38]=3[CH3:51])[C:20](=[O:35])[N:21]([CH2:24][C:25]([C:27]3[CH:32]=[CH:31][C:30]([O:33][CH3:34])=[CH:29][CH:28]=3)=[O:26])[C:22](=[O:23])[C:17]=2[CH:16]=1)[CH3:14]. The catalyst is C(Cl)(Cl)Cl. The product is [CH2:13]([C:15]1[S:52][C:18]2[N:19]([CH2:36][C:37]3[CH:42]=[CH:41][C:40]([C:43]4[CH:48]=[CH:47][CH:46]=[CH:45][C:44]=4[C:49]4[NH:3][C:4](=[O:7])[O:5][N:50]=4)=[CH:39][C:38]=3[CH3:51])[C:20](=[O:35])[N:21]([CH2:24][C:25]([C:27]3[CH:28]=[CH:29][C:30]([O:33][CH3:34])=[CH:31][CH:32]=3)=[O:26])[C:22](=[O:23])[C:17]=2[CH:16]=1)[CH3:14]. The yield is 0.440. (4) The reactants are C[O:2][C:3](=[O:29])[CH:4]([C:6]1[CH:11]=[CH:10][C:9]([C:12]#[C:13][C:14]2[CH:15]=[C:16]3[C:21](=[C:22]([OH:24])[CH:23]=2)[O:20][C:19]([CH3:26])([CH3:25])[CH2:18][C:17]3([CH3:28])[CH3:27])=[CH:8][CH:7]=1)[CH3:5].[OH-].[K+]. The catalyst is CO.O1CCCC1. The product is [OH:24][C:22]1[CH:23]=[C:14]([C:13]#[C:12][C:9]2[CH:10]=[CH:11][C:6]([CH:4]([CH3:5])[C:3]([OH:29])=[O:2])=[CH:7][CH:8]=2)[CH:15]=[C:16]2[C:21]=1[O:20][C:19]([CH3:26])([CH3:25])[CH2:18][C:17]2([CH3:27])[CH3:28]. The yield is 1.00. (5) The reactants are [Br:1][C:2]1[C:13]2[C:5](=[CH:6][C:7]([C:16]3[CH:21]=[CH:20][CH:19]=[CH:18][C:17]=3[Cl:22])=[C:8]3[C:12]=2[C:11](=[O:14])[NH:10][C:9]3=[O:15])[N:4]([CH2:23][CH2:24][CH2:25]O)[CH:3]=1.[CH2:27]([NH:30][CH2:31][CH2:32][CH3:33])[CH2:28][CH3:29]. The catalyst is CC(O)C. The product is [Br:1][C:2]1[C:13]2[C:5](=[CH:6][C:7]([C:16]3[CH:21]=[CH:20][CH:19]=[CH:18][C:17]=3[Cl:22])=[C:8]3[C:12]=2[C:11](=[O:14])[NH:10][C:9]3=[O:15])[N:4]([CH2:23][CH2:24][CH2:25][N:30]([CH2:31][CH2:32][CH3:33])[CH2:27][CH2:28][CH3:29])[CH:3]=1. The yield is 0.610. (6) The reactants are [C:1]([O:4][CH2:5][C@@H:6]1[C@@H:11]([O:12][C:13](=[O:15])[CH3:14])[C@H:10]([OH:16])[C@H:9]([OH:17])[C@@H:8]([C:18]2[CH:23]=[CH:22][C:21](OS(C(F)(F)F)(=O)=O)=[CH:20][CH:19]=2)[O:7]1)(=[O:3])[CH3:2].[CH3:32][C:33]1([CH3:49])[C:37]([CH3:39])([CH3:38])[O:36][B:35]([B:35]2[O:36][C:37]([CH3:39])([CH3:38])[C:33]([CH3:49])([CH3:32])[O:34]2)[O:34]1.C(Cl)Cl.C([O-])(=O)C.[K+]. The catalyst is CN(C=O)C.C1C=CC(P(C2C=CC=CC=2)[C-]2C=CC=C2)=CC=1.C1C=CC(P(C2C=CC=CC=2)[C-]2C=CC=C2)=CC=1.Cl[Pd]Cl.[Fe+2]. The product is [C:1]([O:4][CH2:5][C@@H:6]1[C@@H:11]([O:12][C:13](=[O:15])[CH3:14])[C@H:10]([OH:16])[C@H:9]([OH:17])[C@@H:8]([C:18]2[CH:23]=[CH:22][C:21]([B:35]3[O:36][C:37]([CH3:39])([CH3:38])[C:33]([CH3:49])([CH3:32])[O:34]3)=[CH:20][CH:19]=2)[O:7]1)(=[O:3])[CH3:2]. The yield is 0.504. (7) The reactants are [C:1]([O:5][C:6](=[O:25])[NH:7][C@H:8]([CH:22]([CH3:24])[CH3:23])[C:9]([N:11]([CH2:15][C:16]1[CH:21]=[CH:20][CH:19]=[CH:18][CH:17]=1)[CH2:12][CH2:13]Cl)=[O:10])([CH3:4])([CH3:3])[CH3:2].[H-].[Na+]. The catalyst is CN(C=O)C. The product is [CH2:15]([N:11]1[CH2:12][CH2:13][N:7]([C:6]([O:5][C:1]([CH3:4])([CH3:3])[CH3:2])=[O:25])[C@H:8]([CH:22]([CH3:24])[CH3:23])[C:9]1=[O:10])[C:16]1[CH:21]=[CH:20][CH:19]=[CH:18][CH:17]=1. The yield is 0.630. (8) The reactants are [Br:1][C:2]1[CH:7]=[CH:6][C:5]([C@@H:8]([N:10]2[CH2:15][CH2:14][C@@:13]([CH2:22][CH2:23]CS([O-])(=O)=O)([C:16]3[CH:21]=[CH:20][CH:19]=[CH:18][CH:17]=3)[O:12][C:11]2=[O:29])[CH3:9])=[CH:4][CH:3]=1.C([O-])([O-])=O.[K+].[K+].[S:36]1(=[O:42])(=[O:41])[CH2:40][CH2:39][CH2:38][NH:37]1. The catalyst is C(#N)C. The product is [Br:1][C:2]1[CH:7]=[CH:6][C:5]([C@@H:8]([N:10]2[CH2:15][CH2:14][C@:13]([CH2:22][CH2:23][N:37]3[CH2:38][CH2:39][CH2:40][S:36]3(=[O:42])=[O:41])([C:16]3[CH:21]=[CH:20][CH:19]=[CH:18][CH:17]=3)[O:12][C:11]2=[O:29])[CH3:9])=[CH:4][CH:3]=1. The yield is 0.0100. (9) The reactants are [CH3:1][O:2][C:3](=[O:13])[C@@H:4]([NH2:12])[CH2:5][CH:6]1[CH2:11][CH2:10][CH2:9][CH2:8][CH2:7]1.C(N(CC)C(C)C)(C)C.C([O:25][C:26](=O)/[CH:27]=[C:28](/[O:31][C:32]1[CH:37]=[CH:36][CH:35]=[CH:34][CH:33]=1)\[CH2:29]Br)C. The catalyst is CN(C)C=O. The product is [CH3:1][O:2][C:3](=[O:13])[C@@H:4]([N:12]1[CH2:29][C:28]([O:31][C:32]2[CH:37]=[CH:36][CH:35]=[CH:34][CH:33]=2)=[CH:27][C:26]1=[O:25])[CH2:5][CH:6]1[CH2:11][CH2:10][CH2:9][CH2:8][CH2:7]1. The yield is 0.360.